From a dataset of Reaction yield outcomes from USPTO patents with 853,638 reactions. Predict the reaction yield, written as a fraction of the theoretical maximum amount of product (1.0 means a 100% yield; for example, 0.34 means a 34% yield). (1) The reactants are [Cl:1][C:2]1[CH:22]=[CH:21][C:5]([C:6]([N:8]2[CH2:12][CH:11]([OH:13])[CH:10]([N:14]3[CH2:19][CH2:18][NH:17][CH2:16][C:15]3=[O:20])[CH2:9]2)=[O:7])=[CH:4][CH:3]=1.CCN(C(C)C)C(C)C.[Cl:32][C:33]1[CH:41]=[CH:40][C:36]([C:37](Cl)=[O:38])=[CH:35][CH:34]=1. The catalyst is C(Cl)Cl. The product is [Cl:32][C:33]1[CH:41]=[CH:40][C:36]([C:37]([N:17]2[CH2:18][CH2:19][N:14]([CH:10]3[CH:11]([OH:13])[CH2:12][N:8]([C:6](=[O:7])[C:5]4[CH:21]=[CH:22][C:2]([Cl:1])=[CH:3][CH:4]=4)[CH2:9]3)[C:15](=[O:20])[CH2:16]2)=[O:38])=[CH:35][CH:34]=1. The yield is 0.500. (2) The reactants are [Br:1][C:2]1[CH:3]=[C:4]([N+:13]([O-])=O)[C:5]2[N:9]=[C:8]([CH3:10])[N:7]([CH3:11])[C:6]=2[CH:12]=1.C.O.NN.CCCCCCC. The catalyst is CO.[Fe](Cl)(Cl)Cl. The product is [Br:1][C:2]1[CH:3]=[C:4]([NH2:13])[C:5]2[N:9]=[C:8]([CH3:10])[N:7]([CH3:11])[C:6]=2[CH:12]=1. The yield is 0.790. (3) The reactants are Br[CH2:2][C:3]1[C:4]([F:14])=[C:5]([C:10]([F:13])=[CH:11][CH:12]=1)[C:6]([O:8][CH3:9])=[O:7].[N:15]1([C:21]([O:23][C:24]([CH3:27])([CH3:26])[CH3:25])=[O:22])[CH2:20][CH2:19][NH:18][CH2:17][CH2:16]1.C([O-])([O-])=O.[K+].[K+]. The catalyst is CN(C=O)C.CCOC(C)=O. The product is [F:14][C:4]1[C:5]([C:6]([O:8][CH3:9])=[O:7])=[C:10]([F:13])[CH:11]=[CH:12][C:3]=1[CH2:2][N:18]1[CH2:17][CH2:16][N:15]([C:21]([O:23][C:24]([CH3:27])([CH3:26])[CH3:25])=[O:22])[CH2:20][CH2:19]1. The yield is 0.414. (4) The reactants are [CH3:1][C:2]([CH3:39])([CH3:38])[C:3](=O)[CH2:4][N:5]1[C:10](=[O:11])[C:9]2[CH:12]=[C:13]([CH2:15][CH3:16])[S:14][C:8]=2[N:7]([CH2:17][C:18]2[CH:23]=[CH:22][C:21]([C:24]3[CH:29]=[CH:28][CH:27]=[CH:26][C:25]=3[C:30]3[NH:34][C:33](=[O:35])[O:32][N:31]=3)=[CH:20][CH:19]=2)[C:6]1=[O:36].Cl.[NH2:41][O:42][CH3:43].N1C=CC=CC=1.Cl. The catalyst is O.C(OCC)(=O)C.C(O)C. The product is [CH2:15]([C:13]1[S:14][C:8]2[N:7]([CH2:17][C:18]3[CH:23]=[CH:22][C:21]([C:24]4[CH:29]=[CH:28][CH:27]=[CH:26][C:25]=4[C:30]4[NH:34][C:33](=[O:35])[O:32][N:31]=4)=[CH:20][CH:19]=3)[C:6](=[O:36])[N:5]([CH2:4][C:3](=[N:41][O:42][CH3:43])[C:2]([CH3:38])([CH3:1])[CH3:39])[C:10](=[O:11])[C:9]=2[CH:12]=1)[CH3:16]. The yield is 0.360. (5) The reactants are [NH2:1][C:2]1[CH:7]=[CH:6][C:5]([CH3:8])=[CH:4][N:3]=1.[Al](Cl)(C)C.[CH3:13][N:14]([CH3:37])[C:15]([N:17]1[CH2:20][CH:19]([O:21][C:22]2[C:27]3[CH:28]=[C:29]([CH3:31])[O:30][C:26]=3[CH:25]=[C:24]([C:32](OCC)=[O:33])[CH:23]=2)[CH2:18]1)=[O:16]. The catalyst is ClCCl. The product is [CH3:37][N:14]([CH3:13])[C:15]([N:17]1[CH2:20][CH:19]([O:21][C:22]2[C:27]3[CH:28]=[C:29]([CH3:31])[O:30][C:26]=3[CH:25]=[C:24]([C:32]([NH:1][C:2]3[CH:7]=[CH:6][C:5]([CH3:8])=[CH:4][N:3]=3)=[O:33])[CH:23]=2)[CH2:18]1)=[O:16]. The yield is 0.900. (6) The reactants are [Cl:1][C:2]1[CH:10]=[CH:9][C:8]([Cl:11])=[CH:7][C:3]=1[C:4]([OH:6])=O.[NH2:12][C:13]1[CH:14]=[C:15]2[C:19](=[CH:20][CH:21]=1)[C:18](=[O:22])[CH2:17][CH2:16]2.C(N(CC)CC)C. The catalyst is S(Cl)(Cl)=O.C1COCC1. The product is [Cl:1][C:2]1[CH:10]=[CH:9][C:8]([Cl:11])=[CH:7][C:3]=1[C:4]([NH:12][C:13]1[CH:14]=[C:15]2[C:19](=[CH:20][CH:21]=1)[C:18](=[O:22])[CH2:17][CH2:16]2)=[O:6]. The yield is 0.350. (7) The reactants are C([O:5][C:6](=[O:36])[CH2:7][O:8][C:9]1[C:14]2[CH2:15][CH2:16][CH2:17][CH2:18][CH:19]([N:20]([S:22]([C:25]3[CH:30]=[C:29]([C:31]([F:34])([F:33])[F:32])[CH:28]=[C:27]([Br:35])[CH:26]=3)(=[O:24])=[O:23])[CH3:21])[C:13]=2[CH:12]=[CH:11][CH:10]=1)(C)(C)C.[OH-].[Na+]. No catalyst specified. The product is [Br:35][C:27]1[CH:26]=[C:25]([S:22]([N:20]([CH3:21])[CH:19]2[C:13]3[CH:12]=[CH:11][CH:10]=[C:9]([O:8][CH2:7][C:6]([OH:36])=[O:5])[C:14]=3[CH2:15][CH2:16][CH2:17][CH2:18]2)(=[O:24])=[O:23])[CH:30]=[C:29]([C:31]([F:33])([F:34])[F:32])[CH:28]=1. The yield is 0.440.